Dataset: Forward reaction prediction with 1.9M reactions from USPTO patents (1976-2016). Task: Predict the product of the given reaction. (1) Given the reactants [Cl:1][C:2]1[C:9]([O:10][CH:11]2[CH2:16][CH2:15][N:14]([CH:17]3[CH2:20][O:19][CH2:18]3)[CH2:13][CH2:12]2)=[CH:8][C:5]([C:6]#[N:7])=[CH:4][C:3]=1[N+:21]([O-])=O, predict the reaction product. The product is: [NH2:21][C:3]1[CH:4]=[C:5]([CH:8]=[C:9]([O:10][CH:11]2[CH2:16][CH2:15][N:14]([CH:17]3[CH2:18][O:19][CH2:20]3)[CH2:13][CH2:12]2)[C:2]=1[Cl:1])[C:6]#[N:7]. (2) Given the reactants Cl[C:2]1[CH:7]=[C:6]([C:8]2[CH:13]=[CH:12][CH:11]=[C:10]([CH3:14])[C:9]=2[CH3:15])[N:5]=[C:4]([NH2:16])[N:3]=1.[NH2:17][CH2:18][CH2:19][CH2:20][NH:21][C:22](=[O:28])[O:23][C:24]([CH3:27])([CH3:26])[CH3:25].CCN(C(C)C)C(C)C, predict the reaction product. The product is: [NH2:16][C:4]1[N:3]=[C:2]([NH:17][CH2:18][CH2:19][CH2:20][NH:21][C:22](=[O:28])[O:23][C:24]([CH3:26])([CH3:25])[CH3:27])[CH:7]=[C:6]([C:8]2[CH:13]=[CH:12][CH:11]=[C:10]([CH3:14])[C:9]=2[CH3:15])[N:5]=1. (3) The product is: [CH2:1]([C:8]1[CH:9]=[N:10][C:11]2[C:16]([C:17]=1[C:18]1[CH:23]=[CH:22][CH:21]=[C:20]([CH2:24][O:25][C:32]3[CH:33]=[C:34]([CH3:37])[CH:35]=[CH:36][C:31]=3[CH3:30])[CH:19]=1)=[CH:15][CH:14]=[CH:13][C:12]=2[C:26]([F:29])([F:27])[F:28])[C:2]1[CH:7]=[CH:6][CH:5]=[CH:4][CH:3]=1. Given the reactants [CH2:1]([C:8]1[CH:9]=[N:10][C:11]2[C:16]([C:17]=1[C:18]1[CH:19]=[C:20]([CH2:24][OH:25])[CH:21]=[CH:22][CH:23]=1)=[CH:15][CH:14]=[CH:13][C:12]=2[C:26]([F:29])([F:28])[F:27])[C:2]1[CH:7]=[CH:6][CH:5]=[CH:4][CH:3]=1.[CH3:30][C:31]1[CH:36]=[CH:35][C:34]([CH3:37])=[CH:33][C:32]=1O, predict the reaction product. (4) Given the reactants I[C:2]1[CH:7]=[CH:6][C:5]([CH3:8])=[C:4]([O:9][CH2:10][O:11][CH3:12])[CH:3]=1.[CH2:13](N(CC)CC)[CH3:14].C(#N)C.C([Si](C)(C)C)#C, predict the reaction product. The product is: [C:13]([C:2]1[CH:7]=[CH:6][C:5]([CH3:8])=[C:4]([O:9][CH2:10][O:11][CH3:12])[CH:3]=1)#[CH:14]. (5) Given the reactants [CH3:1][CH:2]([N:4]1[C:8]2[N:9]=[C:10]([C:16]3[CH:21]=[CH:20][CH:19]=[CH:18][CH:17]=3)[CH:11]=[C:12]([C:13]([OH:15])=O)[C:7]=2[CH:6]=[N:5]1)[CH3:3].[NH2:22][CH2:23][C:24]1[C:25](=[O:32])[NH:26][C:27]([CH3:31])=[CH:28][C:29]=1[CH3:30].Cl.ON1C2N=CC=CC=2N=N1.CN1CCOCC1.C(Cl)CCl, predict the reaction product. The product is: [CH3:30][C:29]1[CH:28]=[C:27]([CH3:31])[NH:26][C:25](=[O:32])[C:24]=1[CH2:23][NH:22][C:13]([C:12]1[C:7]2[CH:6]=[N:5][N:4]([CH:2]([CH3:3])[CH3:1])[C:8]=2[N:9]=[C:10]([C:16]2[CH:17]=[CH:18][CH:19]=[CH:20][CH:21]=2)[CH:11]=1)=[O:15]. (6) Given the reactants [N:1]1[CH:6]=[CH:5][C:4]([CH2:7][NH2:8])=[CH:3][CH:2]=1.[F:9][C:10]1[CH:17]=[CH:16][C:13]([CH:14]=O)=[CH:12][CH:11]=1.[BH3-]C#N.[Na+], predict the reaction product. The product is: [F:9][C:10]1[CH:17]=[CH:16][C:13]([CH2:14][NH:8][CH2:7][C:4]2[CH:5]=[CH:6][N:1]=[CH:2][CH:3]=2)=[CH:12][CH:11]=1. (7) The product is: [F:1][C:2]([F:28])([F:29])[C:3]1[CH:4]=[C:5]([CH:21]=[C:22]([C:24]([F:26])([F:25])[F:27])[CH:23]=1)[CH2:6][O:7][CH2:8][C:9]([C:17]1[CH:16]=[CH:15][CH:14]=[CH:13][C:12]=1[CH:53]=[CH:33][O:32][CH3:31])([OH:10])[CH:19]=[CH2:20]. Given the reactants [F:1][C:2]([F:29])([F:28])[C:3]1[CH:4]=[C:5]([CH:21]=[C:22]([C:24]([F:27])([F:26])[F:25])[CH:23]=1)[CH2:6][O:7][CH2:8][C:9]1([CH:19]=[CH2:20])[C:17]2[C:12](=[CH:13][CH:14]=[CH:15][CH:16]=2)C(O)[O:10]1.[Cl-].[CH3:31][O:32][CH2:33][P+](C1C=CC=CC=1)(C1C=CC=CC=1)C1C=CC=CC=1.[CH3:53]C(C)([O-])C.[K+], predict the reaction product. (8) The product is: [CH2:12]([CH:11]([NH:19][C:20]([C:22]1[CH:31]=[N:30][C:29]2[C:24](=[CH:25][CH:26]=[CH:27][CH:28]=2)[N:23]=1)=[O:21])[CH:7]([OH:8])[CH2:6][CH:5]([C:9]([NH:34][NH2:35])=[O:10])[CH2:4][CH2:3][C:2]([F:1])([CH3:33])[CH3:32])[C:13]1[CH:18]=[CH:17][CH:16]=[CH:15][CH:14]=1. Given the reactants [F:1][C:2]([CH3:33])([CH3:32])[CH2:3][CH2:4][CH:5]1[C:9](=[O:10])[O:8][CH:7]([CH:11]([NH:19][C:20]([C:22]2[CH:31]=[N:30][C:29]3[C:24](=[CH:25][CH:26]=[CH:27][CH:28]=3)[N:23]=2)=[O:21])[CH2:12][C:13]2[CH:18]=[CH:17][CH:16]=[CH:15][CH:14]=2)[CH2:6]1.[NH2:34][NH2:35], predict the reaction product. (9) The product is: [OH:16][CH2:15][C@@H:12]1[CH2:11][CH2:10][C@H:9]([NH:8][C:6](=[O:7])[O:5][C:1]([CH3:3])([CH3:2])[CH3:4])[CH2:14][CH2:13]1. Given the reactants [C:1]([O:5][C:6]([NH:8][C@@H:9]1[CH2:14][CH2:13][C@H:12]([C:15](OCC)=[O:16])[CH2:11][CH2:10]1)=[O:7])([CH3:4])([CH3:3])[CH3:2].CO.[Li+].[BH4-], predict the reaction product. (10) Given the reactants COC1C=CC(C[O:8][C:9]2[CH:14]=[CH:13][CH:12]=[C:11]([O:15][C:16]3[CH:21]=[CH:20][CH:19]=[CH:18][CH:17]=3)[C:10]=2[CH3:22])=CC=1.CCCCCCC, predict the reaction product. The product is: [CH3:22][C:10]1[C:11]([O:15][C:16]2[CH:17]=[CH:18][CH:19]=[CH:20][CH:21]=2)=[CH:12][CH:13]=[CH:14][C:9]=1[OH:8].